This data is from Catalyst prediction with 721,799 reactions and 888 catalyst types from USPTO. The task is: Predict which catalyst facilitates the given reaction. (1) Reactant: [CH3:1][C@H:2]1[CH2:7][NH:6][CH2:5][CH2:4][N:3]1[C:8]1[CH:9]=[CH:10][C:11]2[NH:15][C:14]([C:16]3[C:24]4[C:19](=[CH:20][C:21]([Cl:25])=[CH:22][CH:23]=4)[NH:18][N:17]=3)=[N:13][C:12]=2[CH:26]=1.C=O.[BH3-][C:30]#N.[Na+]. Product: [CH3:1][C@H:2]1[CH2:7][N:6]([CH3:30])[CH2:5][CH2:4][N:3]1[C:8]1[CH:9]=[CH:10][C:11]2[NH:15][C:14]([C:16]3[C:24]4[C:19](=[CH:20][C:21]([Cl:25])=[CH:22][CH:23]=4)[NH:18][N:17]=3)=[N:13][C:12]=2[CH:26]=1. The catalyst class is: 130. (2) Product: [Cl:1][C:2]1[C:3]([O:29][CH3:28])=[N:4][C:5]([NH:21][CH2:22][C:23]([OH:25])=[O:24])=[C:6]([Cl:20])[C:7]=1[O:8][C:9]1[CH:14]=[CH:13][C:12]([OH:32])=[C:11]([CH:17]([CH3:18])[CH3:19])[CH:10]=1. The catalyst class is: 33. Reactant: [Cl:1][C:2]1[C:3](F)=[N:4][C:5]([NH:21][CH2:22][C:23]([O:25]C)=[O:24])=[C:6]([Cl:20])[C:7]=1[O:8][C:9]1[CH:14]=[CH:13][C:12](OC)=[C:11]([CH:17]([CH3:19])[CH3:18])[CH:10]=1.[CH3:28][O-:29].[Na+].C[OH:32].